This data is from Forward reaction prediction with 1.9M reactions from USPTO patents (1976-2016). The task is: Predict the product of the given reaction. (1) Given the reactants [Cl:1][C:2]1[CH:3]=[C:4]([CH:6]=[CH:7][C:8]=1[O:9][C:10]1[CH:19]=[CH:18][CH:17]=[C:16]2[C:11]=1[CH:12]=[CH:13][CH:14]=[N:15]2)[NH2:5].C([O:28][CH2:29][CH2:30][N:31]1[C:39]2[C:38](Cl)=[N:37][CH:36]=[N:35][C:34]=2[CH:33]=[CH:32]1)(=O)C1C=CC=CC=1.Cl.N1C=CC=CC=1, predict the reaction product. The product is: [Cl:1][C:2]1[CH:3]=[C:4]([NH:5][C:38]2[C:39]3[N:31]([CH2:30][CH2:29][OH:28])[CH:32]=[CH:33][C:34]=3[N:35]=[CH:36][N:37]=2)[CH:6]=[CH:7][C:8]=1[O:9][C:10]1[CH:19]=[CH:18][CH:17]=[C:16]2[C:11]=1[CH:12]=[CH:13][CH:14]=[N:15]2. (2) The product is: [F:81][CH:65]([F:64])[O:66][C:67]1[CH:75]=[CH:74][C:70]([C:71]([N:41]2[CH2:42][CH:43]3[CH:39]([CH2:38][N:37]([C:32]4[N:33]=[C:34]([CH3:36])[CH:35]=[C:30]([CH3:29])[N:31]=4)[CH2:44]3)[CH2:40]2)=[O:72])=[C:69]([N:76]2[N:80]=[CH:79][CH:78]=[N:77]2)[CH:68]=1. Given the reactants N1N=C(C2C=CC=CC=2C(N2CC3CN(C(OC(C)(C)C)=O)CC3C2)=O)NC=1.[CH3:29][C:30]1[CH:35]=[C:34]([CH3:36])[N:33]=[C:32]([N:37]2[CH2:44][CH:43]3[CH:39]([CH2:40][NH:41][CH2:42]3)[CH2:38]2)[N:31]=1.CC(O)=O.C(OC(N1CC2C(CNC2)C1)=O)(C)(C)C.[F:64][CH:65]([F:81])[O:66][C:67]1[CH:75]=[CH:74][C:70]([C:71](O)=[O:72])=[C:69]([N:76]2[N:80]=[CH:79][CH:78]=[N:77]2)[CH:68]=1.N1N=C(C2C=CC=CC=2C(O)=O)NC=1, predict the reaction product. (3) Given the reactants Br[C:2]1[CH:7]=[CH:6][C:5]([C:8]2[C:12]3[CH2:13][C:14]4[S:15][CH:16]=[CH:17][C:18]=4[C:11]=3[N:10]([CH2:19][O:20][CH2:21][CH2:22][Si:23]([CH3:26])([CH3:25])[CH3:24])[N:9]=2)=[CH:4][CH:3]=1.[N:27]1[CH:32]=[CH:31][CH:30]=[C:29]([NH2:33])[CH:28]=1.C([O-])([O-])=O.[Cs+].[Cs+].CC1(C)C2C(=C(P(C3C=CC=CC=3)C3C=CC=CC=3)C=CC=2)OC2C(P(C3C=CC=CC=3)C3C=CC=CC=3)=CC=CC1=2, predict the reaction product. The product is: [N:27]1[CH:32]=[CH:31][CH:30]=[C:29]([NH:33][C:2]2[CH:7]=[CH:6][C:5]([C:8]3[C:12]4[CH2:13][C:14]5[S:15][CH:16]=[CH:17][C:18]=5[C:11]=4[N:10]([CH2:19][O:20][CH2:21][CH2:22][Si:23]([CH3:26])([CH3:25])[CH3:24])[N:9]=3)=[CH:4][CH:3]=2)[CH:28]=1. (4) Given the reactants [CH3:1][C:2]1([CH3:23])[O:7][C:6]2[CH:8]=[CH:9][C:10]([C@@H:12](O)[CH2:13][NH:14][C:15](=[O:21])[O:16]C(C)(C)C)=[CH:11][C:5]=2[CH2:4][O:3]1.[H-].[Na+].Cl, predict the reaction product. The product is: [CH3:23][C:2]1([CH3:1])[O:7][C:6]2[CH:8]=[CH:9][C:10]([C@H:12]3[O:16][C:15](=[O:21])[NH:14][CH2:13]3)=[CH:11][C:5]=2[CH2:4][O:3]1. (5) Given the reactants [CH3:1][C:2]1[C:11]2[C:6](=[CH:7][C:8]([C:12]#[N:13])=[CH:9][CH:10]=2)[O:5][C:4](=[O:14])[CH:3]=1.[Li+].C[Si]([N-][Si](C)(C)C)(C)C.[Cl:25][C:26]1[CH:33]=[C:32]([Cl:34])[CH:31]=[CH:30][C:27]=1[CH:28]=[O:29], predict the reaction product. The product is: [Cl:25][C:26]1[CH:33]=[C:32]([Cl:34])[CH:31]=[CH:30][C:27]=1[CH:28]([OH:29])[CH2:1][C:2]1[C:11]2[C:6](=[CH:7][C:8]([C:12]#[N:13])=[CH:9][CH:10]=2)[O:5][C:4](=[O:14])[CH:3]=1.